From a dataset of Forward reaction prediction with 1.9M reactions from USPTO patents (1976-2016). Predict the product of the given reaction. (1) Given the reactants C(#N)C.Cl[C:5]1[CH:10]=[CH:9][C:8]([S:11]([CH:14]([C:23]2[CH:28]=[CH:27][N:26]=[CH:25][C:24]=2[Cl:29])[C:15]2[CH:20]=[C:19]([F:21])[CH:18]=[CH:17][C:16]=2[F:22])(=[O:13])=[O:12])=[CH:7][N:6]=1.[F-:30].[K+], predict the reaction product. The product is: [Cl:29][C:24]1[CH:25]=[N:26][CH:27]=[CH:28][C:23]=1[CH:14]([C:15]1[CH:20]=[C:19]([F:21])[CH:18]=[CH:17][C:16]=1[F:22])[S:11]([C:8]1[CH:9]=[CH:10][C:5]([F:30])=[N:6][CH:7]=1)(=[O:13])=[O:12]. (2) Given the reactants C[O:2][C:3](=[O:11])[C:4]1[C:5](=[CH:7][CH:8]=[CH:9][CH:10]=1)[NH2:6].[Cl:12][C:13]1[CH:14]=[N:15][CH:16]=[C:17]([Cl:21])[C:18]=1[CH:19]=O, predict the reaction product. The product is: [Cl:12][C:13]1[CH:14]=[N:15][CH:16]=[C:17]([Cl:21])[C:18]=1[CH2:19][NH:6][C:5]1[CH:7]=[CH:8][CH:9]=[CH:10][C:4]=1[C:3]([OH:2])=[O:11]. (3) Given the reactants [C:1]([C:5]1[C:6]([OH:16])=[C:7]([C:11]([CH3:15])=[C:12]([F:14])[CH:13]=1)[C:8]([OH:10])=O)([CH3:4])([CH3:3])[CH3:2].[NH2:17][C:18]1[CH:25]=[CH:24][C:23]([S:26]([C:29]([F:32])([F:31])[F:30])(=[O:28])=[O:27])=[CH:22][C:19]=1[C:20]#[N:21], predict the reaction product. The product is: [C:1]([C:5]1[C:6]([OH:16])=[C:7]([C:11]([CH3:15])=[C:12]([F:14])[CH:13]=1)[C:8]([NH:17][C:18]1[CH:25]=[CH:24][C:23]([S:26]([C:29]([F:32])([F:30])[F:31])(=[O:28])=[O:27])=[CH:22][C:19]=1[C:20]#[N:21])=[O:10])([CH3:2])([CH3:3])[CH3:4]. (4) The product is: [OH:32][C@H:20]([C:21]1[C:29]2[S:28][C:27](=[O:30])[NH:26][C:25]=2[C:24]([OH:31])=[CH:23][CH:22]=1)[CH2:19][N:11]([CH2:10][CH2:9][S:8][CH2:7][CH2:6][CH2:5][CH2:4][CH2:3][CH2:2][N:52]1[CH2:53][CH2:54][C:48]2([O:47][CH2:46][CH2:45][N:44]([C:42](=[O:43])[C:41]([F:40])([F:55])[F:56])[CH2:49]2)[CH2:50][CH2:51]1)[C:12](=[O:18])[O:13][C:14]([CH3:17])([CH3:16])[CH3:15]. Given the reactants Br[CH2:2][CH2:3][CH2:4][CH2:5][CH2:6][CH2:7][S:8][CH2:9][CH2:10][N:11]([CH2:19][C@H:20]([OH:32])[C:21]1[C:29]2[S:28][C:27](=[O:30])[NH:26][C:25]=2[C:24]([OH:31])=[CH:23][CH:22]=1)[C:12](=[O:18])[O:13][C:14]([CH3:17])([CH3:16])[CH3:15].FC(F)(F)C(O)=O.[F:40][C:41]([F:56])([F:55])[C:42]([N:44]1[CH2:49][C:48]2([CH2:54][CH2:53][NH:52][CH2:51][CH2:50]2)[O:47][CH2:46][CH2:45]1)=[O:43].C(N(CC)CC)C, predict the reaction product. (5) Given the reactants [F:1][C:2]1[C:3]([C:24]2[CH:29]=[CH:28][N:27]=[C:26]([C:30]([F:33])([F:32])[F:31])[CH:25]=2)=[N:4][CH:5]=[C:6]([CH2:8][NH:9][C:10](=[O:23])[C:11]2[CH:16]=[CH:15][C:14]([N:17]3[CH2:22][CH2:21][NH:20][CH2:19][CH2:18]3)=[N:13][CH:12]=2)[CH:7]=1.CCN(C(C)C)C(C)C.[C:43](Cl)(=[O:45])[CH3:44], predict the reaction product. The product is: [C:43]([N:20]1[CH2:21][CH2:22][N:17]([C:14]2[CH:15]=[CH:16][C:11]([C:10]([NH:9][CH2:8][C:6]3[CH:7]=[C:2]([F:1])[C:3]([C:24]4[CH:29]=[CH:28][N:27]=[C:26]([C:30]([F:33])([F:31])[F:32])[CH:25]=4)=[N:4][CH:5]=3)=[O:23])=[CH:12][N:13]=2)[CH2:18][CH2:19]1)(=[O:45])[CH3:44]. (6) The product is: [C:6]1([S:3]([CH2:2][C:17]2[CH:18]=[C:13]([F:12])[CH:14]=[CH:15][C:16]=2[N+:19]([O-:21])=[O:20])(=[O:5])=[O:4])[CH:11]=[CH:10][CH:9]=[CH:8][CH:7]=1. Given the reactants Cl[CH2:2][S:3]([C:6]1[CH:11]=[CH:10][CH:9]=[CH:8][CH:7]=1)(=[O:5])=[O:4].[F:12][C:13]1[CH:18]=[CH:17][C:16]([N+:19]([O-:21])=[O:20])=[CH:15][CH:14]=1.CC(C)([O-])C.[K+].C(O)(=O)C, predict the reaction product. (7) Given the reactants Br[CH2:2][C:3]([C:5]1[CH:10]=[CH:9][CH:8]=[CH:7][CH:6]=1)=O.[CH2:11]([NH:18][C:19]([NH2:21])=[S:20])[C:12]1[CH:17]=[CH:16][CH:15]=[CH:14][CH:13]=1.[H-].[Na+].Cl[CH2:25][C:26]1[CH:45]=[CH:44][C:29]([CH2:30][O:31][C:32]2[CH:37]=[CH:36][C:35]([CH2:38][CH2:39][C:40]([O:42]C)=[O:41])=[CH:34][CH:33]=2)=[CH:28][CH:27]=1, predict the reaction product. The product is: [CH2:11]([N:18]([CH2:25][C:26]1[CH:45]=[CH:44][C:29]([CH2:30][O:31][C:32]2[CH:37]=[CH:36][C:35]([CH2:38][CH2:39][C:40]([OH:42])=[O:41])=[CH:34][CH:33]=2)=[CH:28][CH:27]=1)[C:19]1[S:20][CH:2]=[C:3]([C:5]2[CH:10]=[CH:9][CH:8]=[CH:7][CH:6]=2)[N:21]=1)[C:12]1[CH:17]=[CH:16][CH:15]=[CH:14][CH:13]=1. (8) Given the reactants Br[CH2:2][C:3]1[C:4]([I:10])=[CH:5][C:6]([F:9])=[N:7][CH:8]=1.[N+](C)([O-])=[O:12].CN(C)C=O.C(=O)([O-])[O-].[Na+].[Na+], predict the reaction product. The product is: [F:9][C:6]1[N:7]=[CH:8][C:3]([CH2:2][OH:12])=[C:4]([I:10])[CH:5]=1. (9) Given the reactants [CH3:1][O:2][C:3]1[CH:11]=[C:10]([C:12]([F:15])([F:14])[F:13])[CH:9]=[CH:8][C:4]=1[C:5]([OH:7])=O.C[NH3+].F[P-](F)(F)(F)(F)F.N1(OC(N(C)C)=[N+](C)C)C2N=CC=CC=2N=N1.F[P-](F)(F)(F)(F)F.C(N(C(C)C)CC)(C)C.[NH2:58][CH2:59][CH2:60][N:61]1[CH:65]=[C:64]([C:66]([O:68][CH3:69])=[O:67])[N:63]=[CH:62]1, predict the reaction product. The product is: [CH3:1][O:2][C:3]1[CH:11]=[C:10]([C:12]([F:15])([F:14])[F:13])[CH:9]=[CH:8][C:4]=1[C:5]([NH:58][CH2:59][CH2:60][N:61]1[CH:65]=[C:64]([C:66]([O:68][CH3:69])=[O:67])[N:63]=[CH:62]1)=[O:7]. (10) Given the reactants [CH3:1][N:2]1[C:6]([C:7]2[CH:19]=[N:18][C:17]3[C:16]4[CH:15]=[CH:14][C:13]([C:20](O)([CH3:22])[CH3:21])=[C:12]([F:24])[C:11]=4[N:10]([C@H:25]([C:32]4[CH:37]=[CH:36][CH:35]=[CH:34][CH:33]=4)[CH:26]4[CH2:31][CH2:30][O:29][CH2:28][CH2:27]4)[C:9]=3[CH:8]=2)=[C:5]([CH3:38])[N:4]=[N:3]1.C(N(S(F)(F)[F:45])CC)C.C([O-])(O)=O.[Na+], predict the reaction product. The product is: [F:24][C:12]1[C:11]2[N:10]([C@@H:25]([CH:26]3[CH2:31][CH2:30][O:29][CH2:28][CH2:27]3)[C:32]3[CH:33]=[CH:34][CH:35]=[CH:36][CH:37]=3)[C:9]3[CH:8]=[C:7]([C:6]4[N:2]([CH3:1])[N:3]=[N:4][C:5]=4[CH3:38])[CH:19]=[N:18][C:17]=3[C:16]=2[CH:15]=[CH:14][C:13]=1[C:20]([F:45])([CH3:21])[CH3:22].